This data is from Reaction yield outcomes from USPTO patents with 853,638 reactions. The task is: Predict the reaction yield, written as a fraction of the theoretical maximum amount of product (1.0 means a 100% yield; for example, 0.34 means a 34% yield). (1) The reactants are C(=O)([O-])[O-].[K+].[K+].Cl[C:8]1[O:9][C:10]([N:15]2[CH2:20][CH2:19][O:18][CH2:17][CH2:16]2)=[CH:11][C:12](=[O:14])[CH:13]=1.[C:21]([O:25][C:26]([N:28]1[C:41]2[CH:40]=[CH:39][CH:38]=[C:37](B3OC(C)(C)C(C)(C)O3)[C:36]=2[S:35][C:34]2[C:29]1=[CH:30][CH:31]=[CH:32][CH:33]=2)=[O:27])([CH3:24])([CH3:23])[CH3:22]. The catalyst is O1CCOCC1. The product is [C:21]([O:25][C:26]([N:28]1[C:29]2[CH:30]=[CH:31][CH:32]=[C:33]([C:8]3[O:9][C:10]([N:15]4[CH2:20][CH2:19][O:18][CH2:17][CH2:16]4)=[CH:11][C:12](=[O:14])[CH:13]=3)[C:34]=2[S:35][C:36]2[C:41]1=[CH:40][CH:39]=[CH:38][CH:37]=2)=[O:27])([CH3:24])([CH3:22])[CH3:23]. The yield is 1.00. (2) The reactants are C[O:2][C:3]1[CH:8]=[CH:7][C:6]([N:9]2[CH:13]=[C:12]([C:14]#[N:15])[CH:11]=[N:10]2)=[CH:5][CH:4]=1.B(Br)(Br)Br. The catalyst is ClCCl. The product is [OH:2][C:3]1[CH:4]=[CH:5][C:6]([N:9]2[CH:13]=[C:12]([C:14]#[N:15])[CH:11]=[N:10]2)=[CH:7][CH:8]=1. The yield is 0.430. (3) The reactants are C([O:3][C:4](=O)[C:5]1[CH:10]=[CH:9][N:8]=[CH:7][C:6]=1[OH:11])C.[CH3:13][NH:14][CH3:15]. No catalyst specified. The product is [OH:11][C:6]1[CH:7]=[N:8][CH:9]=[CH:10][C:5]=1[C:4]([N:14]([CH3:15])[CH3:13])=[O:3]. The yield is 0.670. (4) The reactants are [I-].[CH2:2]([N:4]1[CH:8]=[CH:7][CH:6]=[C:5]1[CH2:9][P+](C1C=CC=CC=1)(C1C=CC=CC=1)C1C=CC=CC=1)[CH3:3].CC(C)([O-])C.[K+].[C:35]([O:39][C:40]([NH:42][C@:43]([CH3:55])([CH:53]=O)[CH2:44][O:45][C:46](=[O:52])[CH2:47][CH2:48][CH2:49][CH2:50][CH3:51])=[O:41])([CH3:38])([CH3:37])[CH3:36].[Cl-].[NH4+]. The catalyst is O1CCCC1. The product is [C:35]([O:39][C:40]([NH:42][C@:43]([CH3:53])([CH:55]=[CH:9][C:5]1[N:4]([CH2:2][CH3:3])[CH:8]=[CH:7][CH:6]=1)[CH2:44][O:45][C:46](=[O:52])[CH2:47][CH2:48][CH2:49][CH2:50][CH3:51])=[O:41])([CH3:38])([CH3:37])[CH3:36]. The yield is 0.900. (5) The reactants are [NH2:1][NH2:2].[C:3]([NH:7][C:8]([C:10]1[S:14][C:13]2[CH2:15][C:16]([CH3:19])([CH3:18])[CH2:17][C:12]=2[C:11]=1[CH:20]=O)=[O:9])([CH3:6])([CH3:5])[CH3:4]. The catalyst is C1COCC1. The product is [C:3]([NH:7][C:8]([C:10]1[S:14][C:13]2[CH2:15][C:16]([CH3:19])([CH3:18])[CH2:17][C:12]=2[C:11]=1[CH:20]=[N:1][NH2:2])=[O:9])([CH3:6])([CH3:5])[CH3:4]. The yield is 0.950. (6) The reactants are [C:1]1([C:7]2[CH:12]=[CH:11][C:10]([OH:13])=[CH:9][CH:8]=2)[CH:6]=[CH:5][CH:4]=[CH:3][CH:2]=1.[CH2:14]([O:16][CH:17]([O:20][CH2:21][CH3:22])[CH2:18]Br)[CH3:15].[OH-].[K+]. The catalyst is CS(C)=O.O. The product is [CH2:14]([O:16][CH:17]([O:20][CH2:21][CH3:22])[CH2:18][O:13][C:10]1[CH:9]=[CH:8][C:7]([C:1]2[CH:2]=[CH:3][CH:4]=[CH:5][CH:6]=2)=[CH:12][CH:11]=1)[CH3:15]. The yield is 0.940. (7) The reactants are [O:1]=[C:2]1[C:7]2[NH:8][C:9]3[CH:10]=[CH:11][CH:12]=[CH:13][C:14]=3[C:6]=2[N:5]=[C:4]([S:15][CH2:16][C:17](O)=[O:18])[N:3]1[C:20]1[CH:25]=[CH:24][CH:23]=[CH:22][CH:21]=1.[NH2:26][CH:27]([CH2:29][CH2:30][CH3:31])[CH3:28].C(N(CC)CC)C.CN(C(ON1N=NC2C=CC=NC1=2)=[N+](C)C)C.F[P-](F)(F)(F)(F)F. No catalyst specified. The product is [O:1]=[C:2]1[C:7]2[NH:8][C:9]3[CH:10]=[CH:11][CH:12]=[CH:13][C:14]=3[C:6]=2[N:5]=[C:4]([S:15][CH2:16][C:17]([NH:26][CH:27]([CH2:29][CH2:30][CH3:31])[CH3:28])=[O:18])[N:3]1[C:20]1[CH:21]=[CH:22][CH:23]=[CH:24][CH:25]=1. The yield is 0.650. (8) The reactants are [C:1]([C:4]1(C)[CH2:9][CH2:8][N:7]([C:10]([O:12][C:13]([CH3:16])([CH3:15])[CH3:14])=[O:11])[CH2:6][CH2:5]1)(=O)N.[OH-].[K+].Br[N:21]1C(C)(C)C(=O)N(Br)C1=O.S([O-])([O-])=O.[Na+].[Na+].[O-]P([O-])([O-])=O.[K+].[K+].[K+]. The catalyst is C(#N)C.O.C(OCC)(=O)C. The product is [NH2:21][C:4]1([CH3:1])[CH2:9][CH2:8][N:7]([C:10]([O:12][C:13]([CH3:16])([CH3:15])[CH3:14])=[O:11])[CH2:6][CH2:5]1. The yield is 0.940. (9) The product is [OH:2][C:3]1[CH:8]=[C:7]([C:9]([CH3:15])([CH3:16])[C:10]([O:12][CH2:13][CH3:14])=[O:11])[CH:6]=[C:5]([OH:17])[C:4]=1[C:19]1[CH:20]=[C:21]([CH3:26])[CH:22]=[C:23]([CH3:25])[CH:24]=1.[OH:31][C:32]1[CH:37]=[C:36]([C:38]([CH3:44])([CH3:45])[C:39]([O:41][CH2:42][CH3:43])=[O:40])[CH:35]=[C:34]([O:46][CH3:47])[C:33]=1[C:48]1[CH:53]=[C:52]([CH3:54])[CH:51]=[C:50]([CH3:55])[CH:49]=1. The yield is 0.510. The catalyst is C(Cl)Cl. The reactants are C[O:2][C:3]1[CH:8]=[C:7]([C:9]([CH3:16])([CH3:15])[C:10]([O:12][CH2:13][CH3:14])=[O:11])[CH:6]=[C:5]([O:17]C)[C:4]=1[C:19]1[CH:24]=[C:23]([CH3:25])[CH:22]=[C:21]([CH3:26])[CH:20]=1.B(Br)(Br)Br.[OH:31][C:32]1[CH:37]=[C:36]([C:38]([CH3:45])([CH3:44])[C:39]([O:41][CH2:42][CH3:43])=[O:40])[CH:35]=[C:34]([O:46][CH3:47])[C:33]=1[C:48]1[CH:53]=[C:52]([CH3:54])[CH:51]=[C:50]([CH3:55])[CH:49]=1. (10) The reactants are [CH2:1]([O:3][C:4]1[CH:9]=[CH:8][C:7]([S:10](Cl)(=[O:12])=[O:11])=[CH:6][C:5]=1[C:14]1[NH:19][C:18](=[O:20])[C:17]2=[C:21]([CH2:27][CH3:28])[N:22]=[C:23]([CH2:24][CH2:25][CH3:26])[N:16]2[N:15]=1)[CH3:2].CN(C1C=CC=CN=1)C.[CH2:38]([NH:40][CH2:41][CH2:42][OH:43])[CH3:39]. The catalyst is ClCCl. The product is [CH2:1]([O:3][C:4]1[CH:9]=[CH:8][C:7]([S:10]([N:40]([CH2:38][CH3:39])[CH2:41][CH2:42][OH:43])(=[O:12])=[O:11])=[CH:6][C:5]=1[C:14]1[NH:19][C:18](=[O:20])[C:17]2=[C:21]([CH2:27][CH3:28])[N:22]=[C:23]([CH2:24][CH2:25][CH3:26])[N:16]2[N:15]=1)[CH3:2]. The yield is 0.630.